From a dataset of Forward reaction prediction with 1.9M reactions from USPTO patents (1976-2016). Predict the product of the given reaction. (1) Given the reactants C([S:8][C:9]1[CH:18]=[C:17]2[C:12]([C:13]([C:19]3[CH:24]=[C:23]([F:25])[C:22]([CH:26]([F:28])[F:27])=[CH:21][C:20]=3[O:29][CH3:30])=[N:14][CH:15]=[N:16]2)=[CH:11][CH:10]=1)C1C=CC=CC=1.CC(O)=O.[OH2:35].[Cl:36]N1C(C)(C)C(=O)N(Cl)C1=O.[OH2:47], predict the reaction product. The product is: [F:27][CH:26]([F:28])[C:22]1[C:23]([F:25])=[CH:24][C:19]([C:13]2[C:12]3[C:17](=[CH:18][C:9]([S:8]([Cl:36])(=[O:47])=[O:35])=[CH:10][CH:11]=3)[N:16]=[CH:15][N:14]=2)=[C:20]([O:29][CH3:30])[CH:21]=1. (2) Given the reactants [CH3:1][N:2]([CH3:26])[C:3]([N:5]1[CH2:9][CH:8]2[CH2:10][C:11]([NH:15][CH2:16][C:17]([N:19]3[CH2:23][CH2:22][CH2:21][C@H:20]3[C:24]#[N:25])=[O:18])([CH2:13][CH3:14])[CH2:12][CH:7]2[CH2:6]1)=[O:4].[C:27]([OH:36])(=[O:35])[CH:28]([CH:30]([C:32]([OH:34])=[O:33])[OH:31])[OH:29], predict the reaction product. The product is: [C:32]([CH:30]([CH:28]([C:27]([OH:36])=[O:35])[OH:29])[OH:31])([OH:34])=[O:33].[CH3:26][N:2]([CH3:1])[C:3]([N:5]1[CH2:9][CH:8]2[CH2:10][C:11]([NH:15][CH2:16][C:17]([N:19]3[CH2:23][CH2:22][CH2:21][C@H:20]3[C:24]#[N:25])=[O:18])([CH2:13][CH3:14])[CH2:12][CH:7]2[CH2:6]1)=[O:4]. (3) Given the reactants [CH3:1][O:2][C:3]1[C:12]([NH:13][C:14](=[S:22])OC2C=CC=CC=2)=[N:11][C:10]2[C:5](=[CH:6][CH:7]=[CH:8][CH:9]=2)[N:4]=1.[CH2:23]([C:27]1[CH:32]=[CH:31][C:30]([N:33]2[CH2:38][CH2:37][NH:36][CH2:35][CH2:34]2)=[CH:29][CH:28]=1)[CH2:24][CH2:25][CH3:26], predict the reaction product. The product is: [CH3:1][O:2][C:3]1[C:12]([NH:13][C:14]([N:36]2[CH2:37][CH2:38][N:33]([C:30]3[CH:31]=[CH:32][C:27]([CH2:23][CH2:24][CH2:25][CH3:26])=[CH:28][CH:29]=3)[CH2:34][CH2:35]2)=[S:22])=[N:11][C:10]2[C:5](=[CH:6][CH:7]=[CH:8][CH:9]=2)[N:4]=1. (4) Given the reactants C(OC([N:8]1[CH2:17][CH2:16][C:15]2[C:11](=[C:12](OS(C(F)(F)F)(=O)=O)[N:13]([CH:18]3[CH2:23][CH2:22][CH2:21][CH2:20][CH2:19]3)[N:14]=2)[CH2:10][CH2:9]1)=O)(C)(C)C.[CH3:32][C:33]1[CH:38]=[CH:37][C:36](B(O)O)=[CH:35][CH:34]=1, predict the reaction product. The product is: [CH:18]1([N:13]2[C:12]([C:36]3[CH:37]=[CH:38][C:33]([CH3:32])=[CH:34][CH:35]=3)=[C:11]3[C:15]([CH2:16][CH2:17][NH:8][CH2:9][CH2:10]3)=[N:14]2)[CH2:19][CH2:20][CH2:21][CH2:22][CH2:23]1.